Dataset: Full USPTO retrosynthesis dataset with 1.9M reactions from patents (1976-2016). Task: Predict the reactants needed to synthesize the given product. (1) Given the product [CH3:1][O:2][C:3]([CH:5]1[CH2:9][C:8](=[O:10])[N:7]([C:11]2[CH:12]=[CH:13][C:14]([O:17][CH2:22][C:21]3[CH:24]=[CH:25][CH:26]=[C:19]([Cl:18])[CH:20]=3)=[CH:15][CH:16]=2)[CH2:6]1)=[O:4], predict the reactants needed to synthesize it. The reactants are: [CH3:1][O:2][C:3]([CH:5]1[CH2:9][C:8](=[O:10])[N:7]([C:11]2[CH:16]=[CH:15][C:14]([OH:17])=[CH:13][CH:12]=2)[CH2:6]1)=[O:4].[Cl:18][C:19]1[CH:20]=[C:21]([CH:24]=[CH:25][CH:26]=1)[CH2:22]O. (2) Given the product [C:1]([C:5]1[CH:6]=[C:7]([C:11]2[O:12][C:28]([C:25]3([S:22]([C:19]4[CH:20]=[CH:21][C:16]([Cl:15])=[CH:17][CH:18]=4)(=[O:24])=[O:23])[CH2:27][CH2:26]3)=[N:14][N:13]=2)[N:8]([CH3:10])[N:9]=1)([CH3:4])([CH3:2])[CH3:3], predict the reactants needed to synthesize it. The reactants are: [C:1]([C:5]1[CH:6]=[C:7]([C:11]([NH:13][NH2:14])=[O:12])[N:8]([CH3:10])[N:9]=1)([CH3:4])([CH3:3])[CH3:2].[Cl:15][C:16]1[CH:21]=[CH:20][C:19]([S:22]([C:25]2([C:28](O)=O)[CH2:27][CH2:26]2)(=[O:24])=[O:23])=[CH:18][CH:17]=1.P(Cl)(Cl)(Cl)=O. (3) Given the product [Cl:19][C:17]1[CH:18]=[C:13]([CH:14]=[C:15]([Cl:42])[C:16]=1[O:20][CH2:21][CH2:22][C:23]1[N:24]=[C:25]([C:28]2[CH:33]=[CH:32][CH:31]=[C:30]([OH:34])[CH:29]=2)[O:26][CH:27]=1)[CH2:12][C@@H:4]([C:3]([OH:43])=[O:2])[NH2:5], predict the reactants needed to synthesize it. The reactants are: C[O:2][C:3](=[O:43])[C@H:4]([CH2:12][C:13]1[CH:18]=[C:17]([Cl:19])[C:16]([O:20][CH2:21][CH2:22][C:23]2[N:24]=[C:25]([C:28]3[CH:33]=[CH:32][CH:31]=[C:30]([O:34]CC4C=CC=CC=4)[CH:29]=3)[O:26][CH:27]=2)=[C:15]([Cl:42])[CH:14]=1)[NH:5]C(=O)C(F)(F)F.Cl. (4) Given the product [Cl:1][C:2]1[CH:41]=[CH:40][C:5]([CH2:6][N:7]2[C:15]3[C:14](=[O:16])[N:13]([CH2:17][CH2:18][O:19][CH:20]4[CH2:25][CH2:24][CH2:23][CH2:22][O:21]4)[C:12](=[O:26])[N:11]([CH3:27])[C:10]=3[N:9]=[C:8]2[O:28][CH2:29][CH2:30][O:31][C:32]2[CH:39]=[CH:38][CH:37]=[C:34]([CH2:35][N:48]([CH3:49])[CH3:47])[CH:33]=2)=[CH:4][CH:3]=1, predict the reactants needed to synthesize it. The reactants are: [Cl:1][C:2]1[CH:41]=[CH:40][C:5]([CH2:6][N:7]2[C:15]3[C:14](=[O:16])[N:13]([CH2:17][CH2:18][O:19][CH:20]4[CH2:25][CH2:24][CH2:23][CH2:22][O:21]4)[C:12](=[O:26])[N:11]([CH3:27])[C:10]=3[N:9]=[C:8]2[O:28][CH2:29][CH2:30][O:31][C:32]2[CH:33]=[C:34]([CH:37]=[CH:38][CH:39]=2)[CH:35]=O)=[CH:4][CH:3]=1.C(O)(=O)C.Cl.[CH3:47][NH:48][CH3:49].C([BH3-])#N.[Na+]. (5) Given the product [CH3:1][C:2]1[CH:7]=[C:6]([C:8](=[O:38])[CH2:9][C@H:10]([C:18]2[CH:23]=[CH:22][C:21]([N:24]3[CH2:25][CH2:26][CH:27]([C:30]([NH:32][CH2:33][C:34]([OH:36])=[O:35])=[O:31])[CH2:28][CH2:29]3)=[CH:20][CH:19]=2)[C:11]2[CH:16]=[CH:15][CH:14]=[CH:13][C:12]=2[CH3:17])[CH:5]=[CH:4][N:3]=1, predict the reactants needed to synthesize it. The reactants are: [CH3:1][C:2]1[CH:7]=[C:6]([C:8](=[O:38])[CH2:9][C@H:10]([C:18]2[CH:23]=[CH:22][C:21]([N:24]3[CH2:29][CH2:28][CH:27]([C:30]([NH:32][CH2:33][C:34]([O:36]C)=[O:35])=[O:31])[CH2:26][CH2:25]3)=[CH:20][CH:19]=2)[C:11]2[CH:16]=[CH:15][CH:14]=[CH:13][C:12]=2[CH3:17])[CH:5]=[CH:4][N:3]=1.[OH-].[Li+].S([O-])(O)(=O)=O.[K+].[Cl-].[NH4+]. (6) Given the product [CH2:1]([O:3][C:4]([C:6]1[N:7]=[C:8]([C:26]#[N:27])[C:9]2[C:14]([C:15]=1[OH:16])=[CH:13][CH:12]=[C:11]([O:17][CH2:18][C:19]1[CH:24]=[CH:23][CH:22]=[CH:21][CH:20]=1)[CH:10]=2)=[O:5])[CH3:2], predict the reactants needed to synthesize it. The reactants are: [CH2:1]([O:3][C:4]([C:6]1[N:7]=[C:8](Br)[C:9]2[C:14]([C:15]=1[OH:16])=[CH:13][CH:12]=[C:11]([O:17][CH2:18][C:19]1[CH:24]=[CH:23][CH:22]=[CH:21][CH:20]=1)[CH:10]=2)=[O:5])[CH3:2].[CH3:26][N:27](C)C(=O)C.